This data is from NCI-60 drug combinations with 297,098 pairs across 59 cell lines. The task is: Regression. Given two drug SMILES strings and cell line genomic features, predict the synergy score measuring deviation from expected non-interaction effect. (1) Drug 1: C1=C(C(=O)NC(=O)N1)F. Drug 2: C1CNP(=O)(OC1)N(CCCl)CCCl. Cell line: OVCAR3. Synergy scores: CSS=59.5, Synergy_ZIP=3.59, Synergy_Bliss=0.619, Synergy_Loewe=-21.5, Synergy_HSA=-3.64. (2) Drug 1: CC1=C(C=C(C=C1)NC2=NC=CC(=N2)N(C)C3=CC4=NN(C(=C4C=C3)C)C)S(=O)(=O)N.Cl. Drug 2: C1CCC(C(C1)N)N.C(=O)(C(=O)[O-])[O-].[Pt+4]. Cell line: BT-549. Synergy scores: CSS=8.49, Synergy_ZIP=-0.0837, Synergy_Bliss=4.87, Synergy_Loewe=-8.30, Synergy_HSA=2.35. (3) Drug 1: CC1=C2C(C(=O)C3(C(CC4C(C3C(C(C2(C)C)(CC1OC(=O)C(C(C5=CC=CC=C5)NC(=O)OC(C)(C)C)O)O)OC(=O)C6=CC=CC=C6)(CO4)OC(=O)C)OC)C)OC. Drug 2: CC(C)NC(=O)C1=CC=C(C=C1)CNNC.Cl. Cell line: UO-31. Synergy scores: CSS=43.8, Synergy_ZIP=4.91, Synergy_Bliss=3.49, Synergy_Loewe=-58.5, Synergy_HSA=4.05.